Dataset: Forward reaction prediction with 1.9M reactions from USPTO patents (1976-2016). Task: Predict the product of the given reaction. Given the reactants S1C2C=CC=CC=2N=C1N.C(OCC)(=O)CC(C)=O.FC1C=C([C:28]2[C:33](=[O:34])[N:32]3[CH:35]=[CH:36][S:37][C:31]3=[N:30][C:29]=2[CH3:38])C=C(F)C=1, predict the reaction product. The product is: [CH3:38][C:29]1[N:30]=[C:31]2[S:37][CH:36]=[CH:35][N:32]2[C:33](=[O:34])[CH:28]=1.